The task is: Predict the product of the given reaction.. This data is from Forward reaction prediction with 1.9M reactions from USPTO patents (1976-2016). (1) Given the reactants [C:1]([C@@:18]1(C(O)=O)[CH2:22][C@@H:21]([NH2:23])[CH2:20][N:19]1[C:24]([O:26][C:27]([CH3:30])([CH3:29])[CH3:28])=[O:25])([O:3]CC1C2C(=CC=CC=2)C2C1=CC=CC=2)=[O:2], predict the reaction product. The product is: [NH2:23][CH:21]1[CH2:20][N:19]([C:24]([O:26][C:27]([CH3:28])([CH3:29])[CH3:30])=[O:25])[CH:18]([C:1]([OH:3])=[O:2])[CH2:22]1. (2) Given the reactants [C:1]([O:5][C:6](=[O:26])[NH:7][C@H:8]([C:10]1[CH:15]=[CH:14][C:13]([CH:16]([OH:25])[CH2:17]N2CCN(C)CC2)=[CH:12][CH:11]=1)[CH3:9])([CH3:4])([CH3:3])[CH3:2].CN1CCNCC1, predict the reaction product. The product is: [C:1]([O:5][C:6](=[O:26])[NH:7][C@H:8]([C:10]1[CH:15]=[CH:14][C:13]([CH:16]2[CH2:17][O:25]2)=[CH:12][CH:11]=1)[CH3:9])([CH3:4])([CH3:3])[CH3:2]. (3) Given the reactants C(OC([N:8]1[CH2:13][CH2:12][C:11]([C:14]2[C:23]([O:24][CH3:25])=[C:22]3[C:17]([CH:18]=[N:19][C:20]([N:26]([CH3:28])[CH3:27])=[N:21]3)=[C:16]([C:29]3[CH:34]=[CH:33][CH:32]=[C:31]([Cl:35])[CH:30]=3)[CH:15]=2)=[CH:10][CH2:9]1)=O)(C)(C)C.FC(F)(F)C(O)=O, predict the reaction product. The product is: [Cl:35][C:31]1[CH:30]=[C:29]([C:16]2[CH:15]=[C:14]([C:11]3[CH2:12][CH2:13][NH:8][CH2:9][CH:10]=3)[C:23]([O:24][CH3:25])=[C:22]3[C:17]=2[CH:18]=[N:19][C:20]([N:26]([CH3:27])[CH3:28])=[N:21]3)[CH:34]=[CH:33][CH:32]=1. (4) Given the reactants [N:1]1[N:2]([C:6]2[CH:29]=[CH:28][CH:27]=[CH:26][C:7]=2[C:8]([N:10]2[C@H:15]([CH3:16])[CH2:14][CH2:13][C@@H:12]([C:17]3[O:18][C:19]([Br:25])=[C:20]([C:22]([NH2:24])=[O:23])[N:21]=3)[CH2:11]2)=[O:9])[N:3]=[CH:4][CH:5]=1.[C:30](O[C:30]([O:32][C:33]([CH3:36])([CH3:35])[CH3:34])=[O:31])([O:32][C:33]([CH3:36])([CH3:35])[CH3:34])=[O:31].[NH4+].[Cl-], predict the reaction product. The product is: [Br:25][C:19]1[O:18][C:17]([C@@H:12]2[CH2:13][CH2:14][C@@H:15]([CH3:16])[N:10]([C:8]([C:7]3[CH:26]=[CH:27][CH:28]=[CH:29][C:6]=3[N:2]3[N:3]=[CH:4][CH:5]=[N:1]3)=[O:9])[CH2:11]2)=[N:21][C:20]=1[C:22]([N:24]([C:30]([O:32][C:33]([CH3:36])([CH3:35])[CH3:34])=[O:31])[C:30]([O:32][C:33]([CH3:36])([CH3:35])[CH3:34])=[O:31])=[O:23]. (5) Given the reactants [CH2:1]([C:5]1[N:10]=[C:9]([CH3:11])[N:8]([CH2:12][C:13]2[CH:17]=[C:16]([CH3:18])[N:15]([CH3:19])[N:14]=2)[C:7](=[O:20])[C:6]=1[CH2:21][C:22]1[CH:27]=[CH:26][C:25]([C:28]2[CH:33]=[CH:32][CH:31]=[CH:30][C:29]=2[C:34]2[NH:38][C:37](=[O:39])[O:36][N:35]=2)=[CH:24][CH:23]=1)[CH2:2][CH2:3][CH3:4].[ClH:40].C(OCC)(=O)C, predict the reaction product. The product is: [ClH:40].[CH2:1]([C:5]1[N:10]=[C:9]([CH3:11])[N:8]([CH2:12][C:13]2[CH:17]=[C:16]([CH3:18])[N:15]([CH3:19])[N:14]=2)[C:7](=[O:20])[C:6]=1[CH2:21][C:22]1[CH:27]=[CH:26][C:25]([C:28]2[CH:33]=[CH:32][CH:31]=[CH:30][C:29]=2[C:34]2[NH:38][C:37](=[O:39])[O:36][N:35]=2)=[CH:24][CH:23]=1)[CH2:2][CH2:3][CH3:4]. (6) Given the reactants [CH2:1]([O:8][C:9]1[CH:14]=[CH:13][C:12]([N:15]([CH3:49])[C:16]([C:18]2[CH:19]=[C:20]([C:27]3[CH:28]=[C:29]4[C:33](=[CH:34][C:35]=3[C:36]([N:38]3[C@H:47]([CH3:48])[CH2:46][C:45]5[C:40](=[CH:41][CH:42]=[CH:43][CH:44]=5)[CH2:39]3)=[O:37])[CH2:32][NH:31][CH2:30]4)[N:21]3[C:26]=2[CH2:25][CH2:24][CH2:23][CH2:22]3)=[O:17])=[CH:11][CH:10]=1)[C:2]1[CH:7]=[CH:6][CH:5]=[CH:4][CH:3]=1.[CH:50]1([CH2:56][CH:57]=O)[CH2:55][CH2:54][CH2:53][CH2:52][CH2:51]1.C(O[BH-](OC(=O)C)OC(=O)C)(=O)C.[Na+], predict the reaction product. The product is: [CH2:1]([O:8][C:9]1[CH:10]=[CH:11][C:12]([N:15]([CH3:49])[C:16]([C:18]2[CH:19]=[C:20]([C:27]3[CH:28]=[C:29]4[C:33](=[CH:34][C:35]=3[C:36]([N:38]3[C@H:47]([CH3:48])[CH2:46][C:45]5[C:40](=[CH:41][CH:42]=[CH:43][CH:44]=5)[CH2:39]3)=[O:37])[CH2:32][N:31]([CH2:57][CH2:56][CH:50]3[CH2:55][CH2:54][CH2:53][CH2:52][CH2:51]3)[CH2:30]4)[N:21]3[C:26]=2[CH2:25][CH2:24][CH2:23][CH2:22]3)=[O:17])=[CH:13][CH:14]=1)[C:2]1[CH:3]=[CH:4][CH:5]=[CH:6][CH:7]=1. (7) Given the reactants [Br:1][C:2]1[CH:3]=[C:4]([N:8]2[CH2:13][CH2:12][NH:11][CH2:10][CH2:9]2)[CH:5]=[CH:6][CH:7]=1.[C:14](O[C:14]([O:16][C:17]([CH3:20])([CH3:19])[CH3:18])=[O:15])([O:16][C:17]([CH3:20])([CH3:19])[CH3:18])=[O:15], predict the reaction product. The product is: [Br:1][C:2]1[CH:3]=[C:4]([N:8]2[CH2:13][CH2:12][N:11]([C:14]([O:16][C:17]([CH3:20])([CH3:19])[CH3:18])=[O:15])[CH2:10][CH2:9]2)[CH:5]=[CH:6][CH:7]=1.